This data is from Full USPTO retrosynthesis dataset with 1.9M reactions from patents (1976-2016). The task is: Predict the reactants needed to synthesize the given product. (1) Given the product [NH2:8][C:16]1[N:17]=[C:18]([C:23]2[N:24]=[C:25]([NH:32][C:33]3[CH:38]=[CH:37][C:36]([N:39]4[CH2:40][CH2:41][N:42]([CH:45]5[CH2:48][O:47][CH2:46]5)[CH2:43][CH2:44]4)=[C:35]([CH:34]=3)[O:49][CH2:50][CH2:51][OH:52])[C:26]3[N:27]([CH:29]=[CH:30][N:31]=3)[CH:28]=2)[CH:19]=[N:20][C:21]=1[CH3:22], predict the reactants needed to synthesize it. The reactants are: C(OC([N:8]([C:16]1[C:21]([CH3:22])=[N:20][CH:19]=[C:18]([C:23]2[N:24]=[C:25]([N:32](C(OC(C)(C)C)=O)[C:33]3[CH:38]=[CH:37][C:36]([N:39]4[CH2:44][CH2:43][N:42]([CH:45]5[CH2:48][O:47][CH2:46]5)[CH2:41][CH2:40]4)=[C:35]([O:49][CH2:50][CH2:51][O:52]C4CCCCO4)[CH:34]=3)[C:26]3[N:27]([CH:29]=[CH:30][N:31]=3)[CH:28]=2)[N:17]=1)C(=O)OC(C)(C)C)=O)(C)(C)C.C(O)(C(F)(F)F)=O.CO.O. (2) Given the product [O:6]1[CH:7]=[CH:8][C:4]([C:2]([NH2:13])([CH3:3])[CH3:1])=[N:5]1, predict the reactants needed to synthesize it. The reactants are: [CH3:1][C:2]([NH:13]C(=O)OC(C)(C)C)([C:4]1[CH:8]=[C:7]([Si](C)(C)C)[O:6][N:5]=1)[CH3:3].C(O)(C(F)(F)F)=O. (3) The reactants are: Br[CH2:2][C:3]([O:5][C:6]([CH3:9])([CH3:8])[CH3:7])=[O:4].[F:10][C:11]([F:26])([F:25])[C:12]([NH:14][CH2:15][C:16]1[CH:21]=[CH:20][CH:19]=[C:18]([N+:22]([O-:24])=[O:23])[CH:17]=1)=[O:13].C([O-])([O-])=O.[Cs+].[Cs+]. Given the product [F:10][C:11]([F:25])([F:26])[C:12]([N:14]([CH2:2][C:3]([O:5][C:6]([CH3:9])([CH3:8])[CH3:7])=[O:4])[CH2:15][C:16]1[CH:21]=[CH:20][CH:19]=[C:18]([N+:22]([O-:24])=[O:23])[CH:17]=1)=[O:13], predict the reactants needed to synthesize it. (4) Given the product [OH:4][C:5]1[CH:26]=[CH:25][C:8]([C:9]2[CH:10]([CH2:23][CH3:24])[O:11][C:12]3[C:17]([CH:18]=2)=[CH:16][CH:15]=[C:14]([OH:19])[CH:13]=3)=[CH:7][CH:6]=1, predict the reactants needed to synthesize it. The reactants are: C([O:4][C:5]1[CH:26]=[CH:25][C:8]([C:9]2[CH:10]([CH2:23][CH3:24])[O:11][C:12]3[C:17]([CH:18]=2)=[CH:16][CH:15]=[C:14]([O:19]C(=O)C)[CH:13]=3)=[CH:7][CH:6]=1)(=O)C.[OH-].[K+].C(O)(=O)C.